Dataset: Catalyst prediction with 721,799 reactions and 888 catalyst types from USPTO. Task: Predict which catalyst facilitates the given reaction. (1) Reactant: C([NH:5][S:6]([C:9]1[CH:14]=[CH:13][C:12]([C:15]2[N:16]=[CH:17][N:18]([C:20]3[N:25]=[C:24]([CH3:26])[CH:23]=[C:22]([C:27]4[CH:32]=[CH:31][C:30]([Cl:33])=[C:29]([Cl:34])[CH:28]=4)[N:21]=3)[CH:19]=2)=[CH:11][CH:10]=1)(=[O:8])=[O:7])(C)(C)C.C(O)(C(F)(F)F)=O. Product: [Cl:34][C:29]1[CH:28]=[C:27]([C:22]2[CH:23]=[C:24]([CH3:26])[N:25]=[C:20]([N:18]3[CH:19]=[C:15]([C:12]4[CH:11]=[CH:10][C:9]([S:6]([NH2:5])(=[O:8])=[O:7])=[CH:14][CH:13]=4)[N:16]=[CH:17]3)[N:21]=2)[CH:32]=[CH:31][C:30]=1[Cl:33]. The catalyst class is: 4. (2) Reactant: [Cl:1][C:2]1[CH:9]=[CH:8][C:5]([C:6]#[N:7])=[C:4]([O:10][C:11]2[CH:16]=[CH:15][CH:14]=[C:13]([CH:17]=O)[CH:12]=2)[CH:3]=1.[CH3:19][O:20][CH2:21][CH2:22][NH2:23].C([BH3-])#N.[Na+].[C:28]([OH:35])(=[O:34])/[CH:29]=[CH:30]/[C:31]([OH:33])=[O:32]. Product: [C:28]([OH:35])(=[O:34])/[CH:29]=[CH:30]/[C:31]([OH:33])=[O:32].[Cl:1][C:2]1[CH:9]=[CH:8][C:5]([C:6]#[N:7])=[C:4]([O:10][C:11]2[CH:16]=[CH:15][CH:14]=[C:13]([CH2:17][NH:23][CH2:22][CH2:21][O:20][CH3:19])[CH:12]=2)[CH:3]=1. The catalyst class is: 404. (3) Reactant: [C:1]([CH2:3][CH2:4][CH:5]([C:10]1[CH:15]=[CH:14][C:13]([N+:16]([O-:18])=[O:17])=[CH:12][C:11]=1[F:19])C(OC)=O)#[N:2].[Na+].[Cl-]. Product: [F:19][C:11]1[CH:12]=[C:13]([N+:16]([O-:18])=[O:17])[CH:14]=[CH:15][C:10]=1[CH2:5][CH2:4][CH2:3][C:1]#[N:2]. The catalyst class is: 58. (4) Reactant: [Cl:1][CH2:2][C:3]([NH:5][NH:6][C:7](=[O:16])[C:8]1[CH:13]=[CH:12][CH:11]=[C:10]([C:14]#[N:15])[CH:9]=1)=O.O=P12OP3(OP(OP(O3)(O1)=O)(=O)O2)=O.CN(C=O)C.C([O-])([O-])=O.[K+].[K+]. Product: [Cl:1][CH2:2][C:3]1[O:16][C:7]([C:8]2[CH:9]=[C:10]([CH:11]=[CH:12][CH:13]=2)[C:14]#[N:15])=[N:6][N:5]=1. The catalyst class is: 11. (5) Reactant: [F:1][C:2]([F:13])([F:12])[O:3][C:4]1[CH:11]=[CH:10][CH:9]=[CH:8][C:5]=1[CH2:6]Br.[OH:14][C:15]1[CH:19]=[C:18]([N:20]2[C:24]3[CH:25]=[N:26][CH:27]=[CH:28][C:23]=3[N:22]=[CH:21]2)[S:17][C:16]=1[C:29]([O:31][CH3:32])=[O:30].C(=O)([O-])[O-].[K+].[K+]. Product: [N:22]1[C:23]2[CH:28]=[CH:27][N:26]=[CH:25][C:24]=2[N:20]([C:18]2[S:17][C:16]([C:29]([O:31][CH3:32])=[O:30])=[C:15]([O:14][CH2:6][C:5]3[CH:8]=[CH:9][CH:10]=[CH:11][C:4]=3[O:3][C:2]([F:13])([F:12])[F:1])[CH:19]=2)[CH:21]=1. The catalyst class is: 3.